This data is from Forward reaction prediction with 1.9M reactions from USPTO patents (1976-2016). The task is: Predict the product of the given reaction. (1) Given the reactants Cl.[F:2][C:3]1[CH:4]=[C:5]([NH:11]N)[CH:6]=[CH:7][C:8]=1[O:9][CH3:10].[C:13]1([S:19][CH2:20][C:21](=O)[CH3:22])[CH:18]=[CH:17][CH:16]=[CH:15][CH:14]=1, predict the reaction product. The product is: [F:2][C:3]1[CH:4]=[C:5]2[C:6]([C:20]([S:19][C:13]3[CH:18]=[CH:17][CH:16]=[CH:15][CH:14]=3)=[C:21]([CH3:22])[NH:11]2)=[CH:7][C:8]=1[O:9][CH3:10]. (2) Given the reactants [CH:1]1([C:7]2[CH:12]=[CH:11][C:10]([O:13][CH3:14])=[C:9]([N:15]=[C:16]=[O:17])[CH:8]=2)[CH2:6][CH2:5][CH2:4][CH2:3][CH2:2]1.[NH2:18][C:19]1[CH:39]=[CH:38][C:22]([O:23][C:24]2[C:29]([C:30]3[CH:35]=[CH:34][N:33]=[C:32]([NH:36][CH3:37])[N:31]=3)=[CH:28][CH:27]=[CH:26][N:25]=2)=[C:21]([CH3:40])[CH:20]=1, predict the reaction product. The product is: [CH:1]1([C:7]2[CH:12]=[CH:11][C:10]([O:13][CH3:14])=[C:9]([NH:15][C:16]([NH:18][C:19]3[CH:39]=[CH:38][C:22]([O:23][C:24]4[C:29]([C:30]5[CH:35]=[CH:34][N:33]=[C:32]([NH:36][CH3:37])[N:31]=5)=[CH:28][CH:27]=[CH:26][N:25]=4)=[C:21]([CH3:40])[CH:20]=3)=[O:17])[CH:8]=2)[CH2:2][CH2:3][CH2:4][CH2:5][CH2:6]1.